This data is from Full USPTO retrosynthesis dataset with 1.9M reactions from patents (1976-2016). The task is: Predict the reactants needed to synthesize the given product. (1) Given the product [CH:15]([N:4]1[C:3](=[O:18])[C:2]([NH:33][CH:30]2[CH2:31][CH2:32][N:27]([C:22]3[CH:23]=[CH:24][CH:25]=[CH:26][N:21]=3)[CH2:28][CH2:29]2)=[C:6]([C:7]2[CH:12]=[CH:11][CH:10]=[CH:9][CH:8]=2)[S:5]1(=[O:14])=[O:13])([CH3:17])[CH3:16], predict the reactants needed to synthesize it. The reactants are: Cl[C:2]1[C:3](=[O:18])[N:4]([CH:15]([CH3:17])[CH3:16])[S:5](=[O:14])(=[O:13])[C:6]=1[C:7]1[CH:12]=[CH:11][CH:10]=[CH:9][CH:8]=1.Cl.Cl.[N:21]1[CH:26]=[CH:25][CH:24]=[CH:23][C:22]=1[N:27]1[CH2:32][CH2:31][CH:30]([NH2:33])[CH2:29][CH2:28]1. (2) Given the product [NH2:17][C:7]1[CH:8]=[C:9]([CH:15]=[CH:16][C:6]=1[N:5]([CH2:1][CH:2]([CH3:4])[CH3:3])[CH2:20][CH2:21][CH3:22])[C:10]([O:12][CH2:13][CH3:14])=[O:11], predict the reactants needed to synthesize it. The reactants are: [CH2:1]([N:5]([CH2:20][CH2:21][CH3:22])[C:6]1[CH:16]=[CH:15][C:9]([C:10]([O:12][CH2:13][CH3:14])=[O:11])=[CH:8][C:7]=1[N+:17]([O-])=O)[CH:2]([CH3:4])[CH3:3].[H][H]. (3) Given the product [F:48][C:9]1([F:8])[CH2:10][CH2:11][CH:12]([C:15]([NH:17][C:18]2[CH:19]=[C:20]3[C:24](=[CH:25][CH:26]=2)[NH:23][N:22]=[C:21]3[C:33]2[NH:37][C:36]3[CH:38]=[CH:39][C:40]([N:42]4[CH2:47][CH2:46][O:45][CH2:44][CH2:43]4)=[CH:41][C:35]=3[N:34]=2)=[O:16])[CH2:13][CH2:14]1, predict the reactants needed to synthesize it. The reactants are: C(O)(C(F)(F)F)=O.[F:8][C:9]1([F:48])[CH2:14][CH2:13][CH:12]([C:15]([NH:17][C:18]2[CH:19]=[C:20]3[C:24](=[CH:25][CH:26]=2)[N:23](C2CCCCO2)[N:22]=[C:21]3[C:33]2[NH:37][C:36]3[CH:38]=[CH:39][C:40]([N:42]4[CH2:47][CH2:46][O:45][CH2:44][CH2:43]4)=[CH:41][C:35]=3[N:34]=2)=[O:16])[CH2:11][CH2:10]1. (4) Given the product [C:15]1([C:18]2[CH:19]=[CH:20][CH:21]=[CH:22][CH:23]=2)[CH:16]=[CH:17][C:12]([C:7]2[N:6]=[C:5]([C:3]([OH:4])=[O:2])[CH:10]=[C:9]([CH3:11])[N:8]=2)=[CH:13][CH:14]=1, predict the reactants needed to synthesize it. The reactants are: C[O:2][C:3]([C:5]1[CH:10]=[C:9]([CH3:11])[N:8]=[C:7]([C:12]2[CH:17]=[CH:16][C:15]([C:18]3[CH:23]=[CH:22][CH:21]=[CH:20][CH:19]=3)=[CH:14][CH:13]=2)[N:6]=1)=[O:4].[OH-].[Li+]. (5) Given the product [Cl:21][C:3]1[C:4]2[C:5](=[N:6][CH:7]=[CH:8][CH:9]=2)[N:1]([CH2:10][C:11]([OH:13])=[O:12])[CH:2]=1, predict the reactants needed to synthesize it. The reactants are: [N:1]1([CH2:10][C:11]([OH:13])=[O:12])[C:5]2=[N:6][CH:7]=[CH:8][CH:9]=[C:4]2[CH:3]=[CH:2]1.C1C(=O)N([Cl:21])C(=O)C1. (6) Given the product [C:11]([NH:30][C@@H:31]([CH2:34][CH3:35])[CH:32]=[O:33])([C:18]1[CH:19]=[CH:20][CH:21]=[CH:22][CH:23]=1)([C:24]1[CH:29]=[CH:28][CH:27]=[CH:26][CH:25]=1)[C:12]1[CH:17]=[CH:16][CH:15]=[CH:14][CH:13]=1, predict the reactants needed to synthesize it. The reactants are: CS(C)=O.C(Cl)(=O)C(Cl)=O.[C:11]([NH:30][C@@H:31]([CH2:34][CH3:35])[CH2:32][OH:33])([C:24]1[CH:29]=[CH:28][CH:27]=[CH:26][CH:25]=1)([C:18]1[CH:23]=[CH:22][CH:21]=[CH:20][CH:19]=1)[C:12]1[CH:17]=[CH:16][CH:15]=[CH:14][CH:13]=1.C(N(CC)CC)C. (7) Given the product [Cl:31][C:32]1[C:41]2[C:36](=[CH:37][C:38]([S:42]([O:57][C:48]3[C:47]([F:46])=[C:52]([F:53])[C:51]([F:54])=[C:50]([F:55])[C:49]=3[F:56])(=[O:43])=[O:44])=[CH:39][CH:40]=2)[N:35]=[CH:34][CH:33]=1, predict the reactants needed to synthesize it. The reactants are: C(SC1C=C2C(C(Cl)=CC=N2)=CC=1)C1C=CC=CC=1.ClN1C(C)(C)C(=O)N(Cl)C1=O.[Cl:31][C:32]1[C:41]2[C:36](=[CH:37][C:38]([S:42](Cl)(=[O:44])=[O:43])=[CH:39][CH:40]=2)[N:35]=[CH:34][CH:33]=1.[F:46][C:47]1[C:52]([F:53])=[C:51]([F:54])[C:50]([F:55])=[C:49]([F:56])[C:48]=1[OH:57].C(N(CC)CC)C. (8) Given the product [Cl-:35].[Cl-:35].[C:32](=[Zr+2:39]([CH:16]1[C:9]2[C:10]3[CH:11]=[CH:12][CH:13]=[CH:14][C:15]=3[N:7]([C:1]3[CH:2]=[CH:3][CH:4]=[CH:5][CH:6]=3)[C:8]=2[C:22]2[C:17]1=[CH:18][CH:19]=[CH:20][CH:21]=2)[CH:23]1[CH:28]=[CH:27][CH:26]=[CH:29]1)([CH3:33])[CH3:31], predict the reactants needed to synthesize it. The reactants are: [C:1]1([N:7]2[C:15]3[CH:14]=[CH:13][CH:12]=[CH:11][C:10]=3[C:9]3[CH2:16][C:17]4[C:22]([C:8]2=3)=[CH:21][CH:20]=[CH:19][CH:18]=4)[CH:6]=[CH:5][CH:4]=[CH:3][CH:2]=1.[C:23]1([CH3:29])[CH:28]=[CH:27][CH:26]=CC=1.[Li][CH2:31][CH2:32][CH2:33]C.[Cl-:35].[Cl-].[Cl-].[Cl-].[Zr+4:39].